Dataset: Reaction yield outcomes from USPTO patents with 853,638 reactions. Task: Predict the reaction yield, written as a fraction of the theoretical maximum amount of product (1.0 means a 100% yield; for example, 0.34 means a 34% yield). (1) The reactants are [CH3:1][Si:2]([CH3:20])([CH3:19])[CH2:3][CH2:4][O:5][CH2:6][N:7]1[C:11]([C:12]([O:14]C)=[O:13])=[CH:10][C:9]2[S:16][CH:17]=[CH:18][C:8]1=2.[Li+].[OH-]. The catalyst is CCO. The product is [CH3:1][Si:2]([CH3:20])([CH3:19])[CH2:3][CH2:4][O:5][CH2:6][N:7]1[C:11]([C:12]([OH:14])=[O:13])=[CH:10][C:9]2[S:16][CH:17]=[CH:18][C:8]1=2. The yield is 0.930. (2) The reactants are [C:1]([C:4]1[C:5]([Cl:17])=[C:6]2[C:11](=[C:12]([CH3:14])[CH:13]=1)S[CH2:9][CH2:8][C:7]2([CH3:16])[CH3:15])(=[O:3])[CH3:2].OO.[S:20]([O-:23])(O)=[O:21].[Na+]. The catalyst is C(O)(=O)C. The product is [C:1]([C:4]1[C:5]([Cl:17])=[C:6]2[C:11](=[C:12]([CH3:14])[CH:13]=1)[S:20](=[O:23])(=[O:21])[CH2:9][CH2:8][C:7]2([CH3:16])[CH3:15])(=[O:3])[CH3:2]. The yield is 0.850. (3) The reactants are [H-].[Na+].[CH3:3][NH:4][C:5](=[O:10])[C:6]([F:9])([F:8])[F:7].Br[CH2:12][CH2:13][CH2:14][CH2:15][CH:16]=[CH2:17].O. The catalyst is CN(C=O)C. The product is [F:7][C:6]([F:9])([F:8])[C:5]([N:4]([CH2:17][CH2:16][CH2:15][CH2:14][CH:13]=[CH2:12])[CH3:3])=[O:10]. The yield is 0.560. (4) The reactants are [C:1]1([CH2:7][C:8]([O:10][CH2:11][CH:12]2[CH2:17][CH2:16][NH:15][CH2:14][CH2:13]2)=O)[CH:6]=[CH:5][CH:4]=[CH:3][CH:2]=1.[SiH](CC)(CC)CC. The catalyst is C1(C)C=CC=CC=1. The product is [C:1]1([CH2:7][CH2:8][O:10][CH2:11][CH:12]2[CH2:17][CH2:16][NH:15][CH2:14][CH2:13]2)[CH:2]=[CH:3][CH:4]=[CH:5][CH:6]=1. The yield is 0.590.